From a dataset of Full USPTO retrosynthesis dataset with 1.9M reactions from patents (1976-2016). Predict the reactants needed to synthesize the given product. (1) Given the product [NH:4]1[C:12]2[C:7](=[CH:8][CH:9]=[CH:10][CH:11]=2)[C:6]([C:13]([OH:15])=[O:14])=[N:5]1, predict the reactants needed to synthesize it. The reactants are: C([N:4]1[C:12]2[C:7](=[CH:8][CH:9]=[CH:10][CH:11]=2)[C:6]([C:13]([O:15]C)=[O:14])=[N:5]1)(=O)C.[OH-].[Na+].O. (2) Given the product [CH3:12][O:11][C:9]([CH2:8][CH:5]1[CH2:6][CH2:7][C:2](=[O:1])[CH2:3][CH2:4]1)=[O:10], predict the reactants needed to synthesize it. The reactants are: [OH:1][C:2]1[CH:7]=[CH:6][C:5]([CH2:8][C:9]([O:11][CH3:12])=[O:10])=[CH:4][CH:3]=1.[H][H]. (3) Given the product [Cl:39][C:35]1[CH:34]=[C:33]([C@H:31]([OH:32])[CH2:30][NH:29][C:28]2[CH:27]=[CH:26][NH:25][C:24](=[O:40])[C:23]=2[C:19]2[NH:20][C:21]3[C:17]([N:18]=2)=[C:16]([CH3:41])[N:15]=[C:14]([N:11]2[CH2:12][CH2:13][NH:8][CH2:9][CH2:10]2)[N:22]=3)[CH:38]=[CH:37][CH:36]=1, predict the reactants needed to synthesize it. The reactants are: C(OC([N:8]1[CH2:13][CH2:12][N:11]([C:14]2[N:22]=[C:21]3[C:17]([N:18]=[C:19]([C:23]4[C:24](=[O:40])[NH:25][CH:26]=[CH:27][C:28]=4[NH:29][CH2:30][C@H:31]([C:33]4[CH:38]=[CH:37][CH:36]=[C:35]([Cl:39])[CH:34]=4)[OH:32])[NH:20]3)=[C:16]([CH3:41])[N:15]=2)[CH2:10][CH2:9]1)=O)(C)(C)C. (4) Given the product [Cl:29][C:2]1[C:11]([O:12][C:15]2[C:24]3[C:19](=[CH:20][C:21]([O:27][CH3:28])=[C:22]([O:25][CH3:26])[CH:23]=3)[N:18]=[CH:17][CH:16]=2)=[C:10]([CH3:13])[CH:9]=[C:8]2[C:3]=1[CH:4]=[CH:5][CH:6]=[N:7]2, predict the reactants needed to synthesize it. The reactants are: Br[C:2]1[C:11]([OH:12])=[C:10]([CH3:13])[CH:9]=[C:8]2[C:3]=1[CH:4]=[CH:5][CH:6]=[N:7]2.Cl[C:15]1[C:24]2[C:19](=[CH:20][C:21]([O:27][CH3:28])=[C:22]([O:25][CH3:26])[CH:23]=2)[N:18]=[CH:17][CH:16]=1.[Cl:29]C1C=CC=CC=1Cl. (5) Given the product [F:19][C:3]1[CH:4]=[C:5]([NH:12][C:13]2[NH:17][N:16]=[C:15]([NH2:18])[N:14]=2)[CH:6]=[C:7]([C:8]([F:11])([F:10])[F:9])[C:2]=1[C:24]1[CH:25]=[N:26][C:21]([F:20])=[CH:22][CH:23]=1, predict the reactants needed to synthesize it. The reactants are: Br[C:2]1[C:7]([C:8]([F:11])([F:10])[F:9])=[CH:6][C:5]([NH:12][C:13]2[NH:17][N:16]=[C:15]([NH2:18])[N:14]=2)=[CH:4][C:3]=1[F:19].[F:20][C:21]1[N:26]=[CH:25][C:24](B(O)O)=[CH:23][CH:22]=1.[OH-].[Na+]. (6) Given the product [ClH:22].[C:1]([C:5]1[CH:10]=[CH:9][C:8]([C:11]2[N:12]([C:30]([N:43]3[CH2:42][CH2:41][N:40]([CH2:39][CH2:38][C:37]([F:46])([F:47])[F:36])[CH2:45][CH2:44]3)=[O:31])[C@H:13]([C:23]3[CH:24]=[CH:25][C:26]([Cl:29])=[CH:27][CH:28]=3)[C@H:14]([C:16]3[CH:17]=[CH:18][C:19]([Cl:22])=[CH:20][CH:21]=3)[N:15]=2)=[C:7]([O:33][CH2:34][CH3:35])[CH:6]=1)([CH3:4])([CH3:2])[CH3:3], predict the reactants needed to synthesize it. The reactants are: [C:1]([C:5]1[CH:10]=[CH:9][C:8]([C:11]2[N:12]([C:30](Cl)=[O:31])[C@H:13]([C:23]3[CH:28]=[CH:27][C:26]([Cl:29])=[CH:25][CH:24]=3)[C@H:14]([C:16]3[CH:21]=[CH:20][C:19]([Cl:22])=[CH:18][CH:17]=3)[N:15]=2)=[C:7]([O:33][CH2:34][CH3:35])[CH:6]=1)([CH3:4])([CH3:3])[CH3:2].[F:36][C:37]([F:47])([F:46])[CH2:38][CH2:39][N:40]1[CH2:45][CH2:44][NH:43][CH2:42][CH2:41]1.